Dataset: Full USPTO retrosynthesis dataset with 1.9M reactions from patents (1976-2016). Task: Predict the reactants needed to synthesize the given product. (1) Given the product [Br:17][CH2:18][CH2:19][CH2:20][CH2:21][CH2:22][O:14][CH:11]1[CH2:12][CH2:13][N:8]([C:6]([O:5][C:1]([CH3:4])([CH3:2])[CH3:3])=[O:7])[CH2:9][CH2:10]1, predict the reactants needed to synthesize it. The reactants are: [C:1]([O:5][C:6]([N:8]1[CH2:13][CH2:12][CH:11]([OH:14])[CH2:10][CH2:9]1)=[O:7])([CH3:4])([CH3:3])[CH3:2].[H-].[Na+].[Br:17][CH2:18][CH2:19][CH2:20][CH2:21][CH2:22]Br.O. (2) Given the product [C:1]([O:5][C:6]([N:8]([C:27]([O:29][C:30]([CH3:33])([CH3:32])[CH3:31])=[O:28])[C@@H:9]([C:10]([O:12][CH2:13][C:14]1[CH:19]=[CH:18][CH:17]=[CH:16][CH:15]=1)=[O:11])[CH2:20][CH2:21][C@@H:22]([C:39]1[CH:38]=[CH:37][CH:36]=[C:35]([F:34])[C:40]=1[F:41])[CH2:23][N+:24]([O-:26])=[O:25])=[O:7])([CH3:4])([CH3:3])[CH3:2], predict the reactants needed to synthesize it. The reactants are: [C:1]([O:5][C:6]([N:8]([C:27]([O:29][C:30]([CH3:33])([CH3:32])[CH3:31])=[O:28])[C@H:9]([CH2:20][CH2:21]/[CH:22]=[CH:23]/[N+:24]([O-:26])=[O:25])[C:10]([O:12][CH2:13][C:14]1[CH:19]=[CH:18][CH:17]=[CH:16][CH:15]=1)=[O:11])=[O:7])([CH3:4])([CH3:3])[CH3:2].[F:34][C:35]1[C:40]([F:41])=[CH:39][CH:38]=[CH:37][C:36]=1B(O)O.O.C(=O)(O)[O-].[Na+]. (3) Given the product [CH3:1][CH:2]([CH3:30])[C@@H:3]([NH:8][S:9]([C:12]1[CH:29]=[CH:28][C:15]2[S:16][C:17]3[CH:22]=[C:21]([C:23]4[S:24][CH:25]=[CH:26][N:27]=4)[CH:20]=[CH:19][C:18]=3[C:14]=2[CH:13]=1)(=[O:11])=[O:10])[C:4]([OH:6])=[O:5], predict the reactants needed to synthesize it. The reactants are: [CH3:1][CH:2]([CH3:30])[C@@H:3]([NH:8][S:9]([C:12]1[CH:29]=[CH:28][C:15]2[S:16][C:17]3[CH:22]=[C:21]([C:23]4[S:24][CH:25]=[CH:26][N:27]=4)[CH:20]=[CH:19][C:18]=3[C:14]=2[CH:13]=1)(=[O:11])=[O:10])[C:4]([O:6]C)=[O:5].[Li+].[OH-].O. (4) Given the product [CH3:1][C:2]1[N:7]=[C:6]([C:8]2[N:12]([CH2:20][CH2:21][CH2:22][CH2:23][CH2:24][CH2:25][N:26]3[C:30](=[O:31])[C:29]4=[CH:32][CH:33]=[CH:34][CH:35]=[C:28]4[C:27]3=[O:36])[CH:11]=[CH:10][N:9]=2)[CH:5]=[CH:4][CH:3]=1, predict the reactants needed to synthesize it. The reactants are: [CH3:1][C:2]1[N:7]=[C:6]([C:8]2[NH:9][CH:10]=[CH:11][N:12]=2)[CH:5]=[CH:4][CH:3]=1.CC(C)([O-])C.[Na+].Br[CH2:20][CH2:21][CH2:22][CH2:23][CH2:24][CH2:25][N:26]1[C:30](=[O:31])[C:29]2=[CH:32][CH:33]=[CH:34][CH:35]=[C:28]2[C:27]1=[O:36].O.